This data is from Catalyst prediction with 721,799 reactions and 888 catalyst types from USPTO. The task is: Predict which catalyst facilitates the given reaction. (1) Reactant: C([O:5][C:6]([CH2:8][N:9]1[CH2:17][CH2:16][N:15]([CH2:18][CH:19]([NH:56][CH2:57][C:58]([O:60]C(C)(C)C)=[O:59])[CH2:20][C:21]2[CH:26]=[CH:25][C:24]([NH:27][C:28](=[O:55])[CH2:29][CH2:30][CH:31]([CH:33]3[C:49]4([CH3:50])[CH:36]([CH:37]5[CH:46]([CH2:47][CH:48]4[OH:51])[C:45]4([CH3:52])[CH:40]([CH2:41][CH:42]([OH:53])[CH2:43][CH2:44]4)[CH2:39][CH:38]5[OH:54])[CH2:35][CH2:34]3)[CH3:32])=[CH:23][CH:22]=2)[CH2:14][CH2:13][N:12]([CH2:65][C:66]([O:68]C(C)(C)C)=[O:67])[CH2:11][CH2:10]1)=[O:7])(C)(C)C.Cl.CCOCC. Product: [C:6]([CH2:8][N:9]1[CH2:17][CH2:16][N:15]([CH2:18][CH:19]([NH:56][CH2:57][C:58]([OH:60])=[O:59])[CH2:20][C:21]2[CH:26]=[CH:25][C:24]([NH:27][C:28](=[O:55])[CH2:29][CH2:30][CH:31]([CH:33]3[C:49]4([CH3:50])[CH:36]([CH:37]5[CH:46]([CH2:47][CH:48]4[OH:51])[C:45]4([CH3:52])[CH:40]([CH2:41][CH:42]([OH:53])[CH2:43][CH2:44]4)[CH2:39][CH:38]5[OH:54])[CH2:35][CH2:34]3)[CH3:32])=[CH:23][CH:22]=2)[CH2:14][CH2:13][N:12]([CH2:65][C:66]([OH:68])=[O:67])[CH2:11][CH2:10]1)([OH:7])=[O:5]. The catalyst class is: 12. (2) Reactant: [NH2:1][C:2]1[C:3]([Cl:12])=[C:4]([CH:9]=[CH:10][CH:11]=1)[C:5]([O:7]C)=O.[F:13][C:14]1[CH:19]=[CH:18][C:17]([F:20])=[CH:16][C:15]=1[S:21](Cl)(=[O:23])=[O:22].[Li+].C[Si]([N-][Si](C)(C)C)(C)C.[Cl:35][C:36]1[N:41]=[C:40]([CH3:42])[CH:39]=[CH:38][N:37]=1. Product: [Cl:12][C:3]1[C:4](/[C:5](/[OH:7])=[CH:42]\[C:40]2[CH:39]=[CH:38][N:37]=[C:36]([Cl:35])[N:41]=2)=[CH:9][CH:10]=[CH:11][C:2]=1[NH:1][S:21]([C:15]1[CH:16]=[C:17]([F:20])[CH:18]=[CH:19][C:14]=1[F:13])(=[O:23])=[O:22]. The catalyst class is: 877. (3) Reactant: [CH:1]1([O:6][C:7]2[CH:14]=[CH:13][C:10]([CH:11]=[O:12])=[CH:9][C:8]=2[OH:15])[CH2:5][CH2:4][CH2:3][CH2:2]1.C([O-])(=O)C.[Na+].[Br:21]Br.S(=O)(O)[O-].[Na+]. The catalyst class is: 180. Product: [Br:21][C:9]1[C:8]([OH:15])=[C:7]([O:6][CH:1]2[CH2:2][CH2:3][CH2:4][CH2:5]2)[CH:14]=[CH:13][C:10]=1[CH:11]=[O:12]. (4) Reactant: Cl.[Br:2][C:3]1[C:4]2[N:5]([CH:10]=[CH:11][N:12]=2)[N:6]=[C:7]([Cl:9])[CH:8]=1.[B-](F)(F)(F)[F:14].[B-](F)(F)(F)F.C1[N+]2(CCl)CC[N+](F)(CC2)C1. Product: [Br:2][C:3]1[C:4]2[N:5]([C:10]([F:14])=[CH:11][N:12]=2)[N:6]=[C:7]([Cl:9])[CH:8]=1. The catalyst class is: 23. (5) Reactant: [Br:1][C:2]1[C:9]([OH:10])=[C:8]([O:11][CH3:12])[CH:7]=[CH:6][C:3]=1[CH:4]=[O:5].[C:13]([O-])([O-])=O.[K+].[K+].COS(OC)(=O)=O. Product: [Br:1][C:2]1[C:9]([O:10][CH3:13])=[C:8]([O:11][CH3:12])[CH:7]=[CH:6][C:3]=1[CH:4]=[O:5]. The catalyst class is: 3. (6) Reactant: [F:1][C:2]([F:29])([F:28])[C:3]1[CH:4]=[C:5]([C:9]2[C:10]3[N:11]([N:15]=[C:16]([NH:18][C:19]4[CH:27]=[CH:26][C:22]([C:23]([OH:25])=O)=[CH:21][CH:20]=4)[N:17]=3)[CH:12]=[CH:13][CH:14]=2)[CH:6]=[CH:7][CH:8]=1.F[P-](F)(F)(F)(F)F.N1(OC(N(C)C)=[N+](C)C)C2N=CC=CC=2N=N1.C(N(CC)C(C)C)(C)C.[NH2:63][CH:64]1[CH2:69][CH2:68][N:67](C(OCCCC)=O)[CH2:66][CH2:65]1. Product: [NH:67]1[CH2:68][CH2:69][CH:64]([NH:63][C:23](=[O:25])[C:22]2[CH:21]=[CH:20][C:19]([NH:18][C:16]3[N:17]=[C:10]4[C:9]([C:5]5[CH:6]=[CH:7][CH:8]=[C:3]([C:2]([F:1])([F:29])[F:28])[CH:4]=5)=[CH:14][CH:13]=[CH:12][N:11]4[N:15]=3)=[CH:27][CH:26]=2)[CH2:65][CH2:66]1. The catalyst class is: 217. (7) Reactant: Cl[C:2]1[N:3]=[C:4]([N:21]2[CH:25]=[CH:24][CH:23]=[N:22]2)[C:5](=[O:20])[N:6]([CH2:16][CH:17]([CH3:19])[CH3:18])[C:7]=1[C:8]1[C:13]([F:14])=[CH:12][CH:11]=[CH:10][C:9]=1[F:15].C(N(CC)CC)C.[H][H]. Product: [F:15][C:9]1[CH:10]=[CH:11][CH:12]=[C:13]([F:14])[C:8]=1[C:7]1[N:6]([CH2:16][CH:17]([CH3:18])[CH3:19])[C:5](=[O:20])[C:4]([N:21]2[CH:25]=[CH:24][CH:23]=[N:22]2)=[N:3][CH:2]=1. The catalyst class is: 153. (8) Reactant: [O:1]1[C:5]2([CH2:10][CH2:9][CH:8]([CH:11]([NH:14]S(C(C)(C)C)=O)[CH:12]=[CH2:13])[CH2:7][CH2:6]2)[O:4][CH2:3][CH2:2]1.Cl. Product: [O:1]1[C:5]2([CH2:10][CH2:9][CH:8]([CH:11]([NH2:14])[CH:12]=[CH2:13])[CH2:7][CH2:6]2)[O:4][CH2:3][CH2:2]1. The catalyst class is: 5. (9) Reactant: [NH2:1][C:2]1[CH:3]=[CH:4][C:5]([O:12][CH:13]([C:20]2[CH:25]=[CH:24][C:23]([Cl:26])=[C:22]([Cl:27])[CH:21]=2)[C:14]2[CH:19]=[CH:18][CH:17]=[CH:16][CH:15]=2)=[C:6]([CH:11]=1)[C:7]([O:9][CH3:10])=[O:8].[CH3:28][O:29][C:30]1[CH:31]=[C:32]([N:38]=[C:39]=[O:40])[CH:33]=[CH:34][C:35]=1[O:36][CH3:37]. Product: [Cl:27][C:22]1[CH:21]=[C:20]([CH:13]([C:14]2[CH:15]=[CH:16][CH:17]=[CH:18][CH:19]=2)[O:12][C:5]2[CH:4]=[CH:3][C:2]([NH:1][C:39]([NH:38][C:32]3[CH:33]=[CH:34][C:35]([O:36][CH3:37])=[C:30]([O:29][CH3:28])[CH:31]=3)=[O:40])=[CH:11][C:6]=2[C:7]([O:9][CH3:10])=[O:8])[CH:25]=[CH:24][C:23]=1[Cl:26]. The catalyst class is: 1.